From a dataset of Experimentally validated miRNA-target interactions with 360,000+ pairs, plus equal number of negative samples. Binary Classification. Given a miRNA mature sequence and a target amino acid sequence, predict their likelihood of interaction. (1) The miRNA is hsa-miR-513b-5p with sequence UUCACAAGGAGGUGUCAUUUAU. The protein sequence of the target gene is MSDDKPFLCTAPGCGQRFTNEDHLAVHKHKHEMTLKFGPARNDSVIVADQTPTPTRFLKNCEEVGLFNELASPFENEFKKASEDDIKKMPLDLSPLATPIIRSKIEEPSVVETTHQDSPLPHPESTTSDEKEVPLAQTAQPTSAIVRPASLQVPNVLLTSSDSSVIIQQAVPSPTSSTVITQAPSSNRPIVPVPGPFPLLLHLPNGQTMPVAIPASITSSNVHVPAAVPLVRPVTMVPSVPGIPGPSSPQPVQSEAKMRLKAALTQQHPPVTNGDTVKGHGSGLVRTQSEESRPQSLQQP.... Result: 0 (no interaction). (2) The miRNA is hsa-miR-939-3p with sequence CCCUGGGCCUCUGCUCCCCAG. The protein sequence of the target gene is MATESTPSEIIERERKKLLEILQHDPDSILDTLTSRRLISEEEYETLENVTDLLKKSRKLLILVQKKGEATCQHFLKCLFSTFPQSAAICGLRHEVLKHENTVPPQSMGASSNSEDAFSPGIKQPEAPEITVFFSEKEHLDLETSEFFRDKKTSYRETALSARKNEKEYDTPEVTLSYSVEKVGCEVPATITYIKDGQRYEELDDSLYLGKEEYLGSVDTPEDAEATVEEEVYDDPEHVGYDGEEDFENSETTEFSGEEPSYEGSETSLSLEEEQEKSIEERKKVFKDVLLCLNMDRSRK.... Result: 1 (interaction). (3) The miRNA is hsa-miR-6819-3p with sequence AAGCCUCUGUCCCCACCCCAG. The protein sequence of the target gene is MTSLGLVMENSQVLPAFLLCSTLLVIKMYAVAVITGQVRLRKKAFANPEDALKRGGLQYCRSDPDVERCLRAHRNDMETIYPFLFLGFVYSFLGPNPLIAWIHFLVVLTGRVVHTVAYLGKMNPRIRSGAYVLAQFACFSMALQILWEVAHHL. Result: 0 (no interaction).